This data is from Full USPTO retrosynthesis dataset with 1.9M reactions from patents (1976-2016). The task is: Predict the reactants needed to synthesize the given product. Given the product [NH2:27][C:23]1([C:20]2[CH:21]=[CH:22][C:17]([C:16]3[C:5]([CH2:4][CH:1]4[CH2:2][CH2:3]4)=[CH:6][C:7]4[N:12]([CH3:13])[C:11](=[O:14])[CH2:10][O:9][C:8]=4[N:15]=3)=[CH:18][CH:19]=2)[CH2:24][CH2:25][CH2:26]1, predict the reactants needed to synthesize it. The reactants are: [CH:1]1([CH2:4][C:5]2[C:16]([C:17]3[CH:22]=[CH:21][C:20]([C:23]4([NH:27]C(=O)OC(C)(C)C)[CH2:26][CH2:25][CH2:24]4)=[CH:19][CH:18]=3)=[N:15][C:8]3[O:9][CH2:10][C:11](=[O:14])[N:12]([CH3:13])[C:7]=3[CH:6]=2)[CH2:3][CH2:2]1.C(O)(C(F)(F)F)=O.